Regression. Given two drug SMILES strings and cell line genomic features, predict the synergy score measuring deviation from expected non-interaction effect. From a dataset of NCI-60 drug combinations with 297,098 pairs across 59 cell lines. (1) Drug 1: CC1=C2C(C(=O)C3(C(CC4C(C3C(C(C2(C)C)(CC1OC(=O)C(C(C5=CC=CC=C5)NC(=O)OC(C)(C)C)O)O)OC(=O)C6=CC=CC=C6)(CO4)OC(=O)C)OC)C)OC. Drug 2: C(CN)CNCCSP(=O)(O)O. Cell line: NCI-H322M. Synergy scores: CSS=47.6, Synergy_ZIP=4.49, Synergy_Bliss=4.84, Synergy_Loewe=-68.5, Synergy_HSA=4.26. (2) Drug 1: C1C(C(OC1N2C=NC3=C(N=C(N=C32)Cl)N)CO)O. Drug 2: CC1C(C(CC(O1)OC2CC(OC(C2O)C)OC3=CC4=CC5=C(C(=O)C(C(C5)C(C(=O)C(C(C)O)O)OC)OC6CC(C(C(O6)C)O)OC7CC(C(C(O7)C)O)OC8CC(C(C(O8)C)O)(C)O)C(=C4C(=C3C)O)O)O)O. Cell line: RXF 393. Synergy scores: CSS=52.5, Synergy_ZIP=2.25, Synergy_Bliss=3.40, Synergy_Loewe=-21.2, Synergy_HSA=0.639.